From a dataset of NCI-60 drug combinations with 297,098 pairs across 59 cell lines. Regression. Given two drug SMILES strings and cell line genomic features, predict the synergy score measuring deviation from expected non-interaction effect. (1) Drug 1: CC1=C2C(C(=O)C3(C(CC4C(C3C(C(C2(C)C)(CC1OC(=O)C(C(C5=CC=CC=C5)NC(=O)OC(C)(C)C)O)O)OC(=O)C6=CC=CC=C6)(CO4)OC(=O)C)O)C)O. Drug 2: COCCOC1=C(C=C2C(=C1)C(=NC=N2)NC3=CC=CC(=C3)C#C)OCCOC.Cl. Cell line: HL-60(TB). Synergy scores: CSS=59.3, Synergy_ZIP=12.8, Synergy_Bliss=10.4, Synergy_Loewe=-15.6, Synergy_HSA=12.6. (2) Drug 1: C1=NC2=C(N1)C(=S)N=C(N2)N. Drug 2: CN1C(=O)N2C=NC(=C2N=N1)C(=O)N. Cell line: A498. Synergy scores: CSS=14.2, Synergy_ZIP=-3.74, Synergy_Bliss=-0.674, Synergy_Loewe=-9.91, Synergy_HSA=-2.77. (3) Drug 1: C1CCC(C(C1)N)N.C(=O)(C(=O)[O-])[O-].[Pt+4]. Drug 2: CC12CCC3C(C1CCC2OP(=O)(O)O)CCC4=C3C=CC(=C4)OC(=O)N(CCCl)CCCl.[Na+]. Cell line: MALME-3M. Synergy scores: CSS=22.3, Synergy_ZIP=-1.24, Synergy_Bliss=0.734, Synergy_Loewe=-58.3, Synergy_HSA=0.261.